Task: Predict the product of the given reaction.. Dataset: Forward reaction prediction with 1.9M reactions from USPTO patents (1976-2016) Given the reactants CO[C:3]([C:5]1[C:6](=[O:38])[C:7]2[CH:12]=[N:11][C:10]([NH:13][C:14]3[CH:19]=[CH:18][C:17]([CH:20]4[CH2:25][CH2:24][N:23]([CH3:26])[CH2:22][CH2:21]4)=[CH:16][CH:15]=3)=[N:9][C:8]=2[N:27]([C:29]2[CH:30]=[C:31]3[C:35](=[CH:36][CH:37]=2)[CH2:34][CH2:33][CH2:32]3)[CH:28]=1)=[O:4].[CH3:39][O:40][NH2:41].CO, predict the reaction product. The product is: [CH3:39][O:40][NH:41][C:3]([C:5]1[C:6](=[O:38])[C:7]2[CH:12]=[N:11][C:10]([NH:13][C:14]3[CH:15]=[CH:16][C:17]([CH:20]4[CH2:21][CH2:22][N:23]([CH3:26])[CH2:24][CH2:25]4)=[CH:18][CH:19]=3)=[N:9][C:8]=2[N:27]([C:29]2[CH:30]=[C:31]3[C:35](=[CH:36][CH:37]=2)[CH2:34][CH2:33][CH2:32]3)[CH:28]=1)=[O:4].